This data is from Full USPTO retrosynthesis dataset with 1.9M reactions from patents (1976-2016). The task is: Predict the reactants needed to synthesize the given product. (1) Given the product [Cl:1][C:2]1[N:11]=[CH:10][C:9]2[N:8]([C:27]3[CH:32]=[CH:31][CH:30]=[CH:29][CH:28]=3)[C:7](=[O:12])[CH:6]([CH3:13])[N:5]([C:14]3[CH:15]=[CH:16][CH:17]=[CH:18][CH:19]=3)[C:4]=2[N:3]=1, predict the reactants needed to synthesize it. The reactants are: [Cl:1][C:2]1[N:11]=[CH:10][C:9]2[NH:8][C:7](=[O:12])[CH:6]([CH3:13])[N:5]([C:14]3[CH:19]=[CH:18][CH:17]=[CH:16][CH:15]=3)[C:4]=2[N:3]=1.C(N(CC)CC)C.[C:27]1(B(O)O)[CH:32]=[CH:31][CH:30]=[CH:29][CH:28]=1. (2) Given the product [CH3:11][Si:2]([CH3:1])([CH3:12])[O:3][CH2:4][CH2:5][C-:6]1[CH:10]=[CH:9][CH:8]=[CH:7]1.[Li+:17], predict the reactants needed to synthesize it. The reactants are: [CH3:1][Si:2]([CH3:12])([CH3:11])[O:3][CH2:4][CH2:5][C:6]1[CH2:10][CH:9]=[CH:8][CH:7]=1.C([Li:17])CCC.CCCCCC.CCCC. (3) Given the product [NH2:8][C@@:12]([CH2:11][OH:10])([CH2:13][CH2:14][C:15]1[CH:16]=[CH:17][C:18]([O:21][CH2:22][CH2:23][O:24][C:25]2[CH:30]=[CH:29][CH:28]=[C:27]([F:31])[CH:26]=2)=[CH:19][CH:20]=1)[CH2:32][O:33][P:34](=[O:35])([OH:36])[OH:41], predict the reactants needed to synthesize it. The reactants are: C(OC([N:8]1[C@:12]([CH2:32][O:33][P:34]([O:41]C(C)(C)C)([O:36]C(C)(C)C)=[O:35])([CH2:13][CH2:14][C:15]2[CH:20]=[CH:19][C:18]([O:21][CH2:22][CH2:23][O:24][C:25]3[CH:30]=[CH:29][CH:28]=[C:27]([F:31])[CH:26]=3)=[CH:17][CH:16]=2)[CH2:11][O:10]C1(C)C)=O)(C)(C)C. (4) Given the product [Br:1][C:2]1[CH:7]=[CH:6][C:5]([C@@H:8]2[CH2:10][C@H:9]2[CH2:11][CH2:12][N:35]2[CH2:22][CH2:21][CH2:20][C@H:19]2[CH3:24])=[CH:4][CH:3]=1, predict the reactants needed to synthesize it. The reactants are: [Br:1][C:2]1[CH:7]=[CH:6][C:5]([C@@H:8]2[CH2:10][C@H:9]2[CH2:11][CH2:12]OS(C)(=O)=O)=[CH:4][CH:3]=1.Br[C:19]1[CH:24]=C[C:22]([C@@H]2C[C@@H]2CCOS(C)(=O)=O)=[CH:21][CH:20]=1.[NH3:35].